Dataset: Reaction yield outcomes from USPTO patents with 853,638 reactions. Task: Predict the reaction yield, written as a fraction of the theoretical maximum amount of product (1.0 means a 100% yield; for example, 0.34 means a 34% yield). (1) The reactants are Br[C:2]1[CH:25]=[CH:24][C:5]2[C:6]3[N:7]([CH:11]=[C:12]([C:14]4[N:18]([CH2:19][C:20]([F:23])([F:22])[F:21])[N:17]=[CH:16][N:15]=4)[N:13]=3)[CH2:8][CH2:9][O:10][C:4]=2[CH:3]=1.O1CCCCC1[O:32][CH2:33][CH2:34][N:35]1[CH:39]=[C:38](B2OC(C)(C)C(C)(C)O2)[CH:37]=[N:36]1. No catalyst specified. The product is [F:21][C:20]([F:23])([F:22])[CH2:19][N:18]1[C:14]([C:12]2[N:13]=[C:6]3[C:5]4[CH:24]=[CH:25][C:2]([C:38]5[CH:37]=[N:36][N:35]([CH2:34][CH2:33][OH:32])[CH:39]=5)=[CH:3][C:4]=4[O:10][CH2:9][CH2:8][N:7]3[CH:11]=2)=[N:15][CH:16]=[N:17]1. The yield is 0.480. (2) The reactants are ClN1C(=O)CCC1=O.[CH3:9][S:10][CH3:11].[CH:12]([O:15][C:16]1[CH:21]=[CH:20][C:19]([C:22]([N:24]2[CH2:41][CH2:40][C:27]3([C:32]4=[CH:33][CH:34]=C[N:31]4[C:30]4[CH:36]=[CH:37][CH:38]=[CH:39][C:29]=4[O:28]3)[CH2:26][CH2:25]2)=[O:23])=[CH:18][C:17]=1[CH3:42])([CH3:14])[CH3:13]. The catalyst is ClCCl.C1(C)C=CC=CC=1. The product is [CH:12]([O:15][C:16]1[CH:21]=[CH:20][C:19]([C:22]([N:24]2[CH2:41][CH2:40][C:27]3([O:28][C:29]4[CH:39]=[CH:38][CH:37]=[CH:36][C:30]=4[N:31]4[C:9]([S:10][CH3:11])=[CH:34][CH:33]=[C:32]34)[CH2:26][CH2:25]2)=[O:23])=[CH:18][C:17]=1[CH3:42])([CH3:14])[CH3:13]. The yield is 0.780. (3) The reactants are [Cl:1][C:2]1[N:7]=[C:6](Cl)[C:5]([Cl:9])=[CH:4][N:3]=1.[CH3:10][NH:11][CH:12]1[CH2:17][CH2:16][N:15]([C:18]2[CH:25]=[CH:24][C:21]([C:22]#[N:23])=[CH:20][N:19]=2)[CH2:14][CH2:13]1.C(N(CC)CC)C. The catalyst is C(O)(C)C. The product is [Cl:1][C:2]1[N:7]=[C:6]([N:11]([CH3:10])[CH:12]2[CH2:17][CH2:16][N:15]([C:18]3[CH:25]=[CH:24][C:21]([C:22]#[N:23])=[CH:20][N:19]=3)[CH2:14][CH2:13]2)[C:5]([Cl:9])=[CH:4][N:3]=1. The yield is 0.720. (4) The reactants are [CH3:1][N:2]1[CH2:7][CH2:6][N:5]([C:8]2[N:13]3[CH:14]=[C:15]([CH2:17][N:18]4[C@H:31]5[C@H:22]([CH2:23][CH2:24][C:25]6[C:30]5=[N:29][CH:28]=[CH:27][CH:26]=6)[CH2:21][CH2:20][CH2:19]4)[N:16]=[C:12]3[CH:11]=[CH:10][CH:9]=2)[CH2:4][CH2:3]1.[CH2:32]([NH:34][CH2:35][CH3:36])[CH3:33].[C:37](O)(=O)C.C=O. The catalyst is O. The product is [CH2:32]([N:34]([CH2:37][C:14]1[N:13]2[C:8]([N:5]3[CH2:4][CH2:3][N:2]([CH3:1])[CH2:7][CH2:6]3)=[CH:9][CH:10]=[CH:11][C:12]2=[N:16][C:15]=1[CH2:17][N:18]1[C@H:31]2[C@H:22]([CH2:23][CH2:24][C:25]3[C:30]2=[N:29][CH:28]=[CH:27][CH:26]=3)[CH2:21][CH2:20][CH2:19]1)[CH2:35][CH3:36])[CH3:33]. The yield is 0.750. (5) The reactants are CC1C=[CH:8][C:5]([C:6]#N)=[C:4]([N+:10]([O-:12])=[O:11])C=1.[Br:13]N1C(=O)CCC1=O.N([C:28]([CH3:32])([CH3:31])[C:29]#[N:30])=N[C:28]([CH3:32])([CH3:31])[C:29]#[N:30]. The catalyst is C(Cl)(Cl)(Cl)Cl.C(Cl)Cl. The yield is 0.470. The product is [Br:13][CH2:6][C:5]1[CH:8]=[CH:31][C:28]([C:29]#[N:30])=[CH:32][C:4]=1[N+:10]([O-:12])=[O:11]. (6) The reactants are [Br:1][C:2]1[CH:3]=[CH:4][N:5]2[C:10]=1[C:9]([O:11][C:12]1[CH:18]=[CH:17][C:15]([NH2:16])=[CH:14][C:13]=1[F:19])=[CH:8][CH:7]=[N:6]2.[CH3:20][N:21]1[C:25]([CH3:26])=[C:24]([C:27](O)=[O:28])[C:23](=[O:30])[N:22]1[C:31]1[CH:36]=[CH:35][CH:34]=[CH:33][CH:32]=1.CN(C(ON1N=NC2C=CC=NC1=2)=[N+](C)C)C.F[P-](F)(F)(F)(F)F.C(N(CC)CC)C. The catalyst is CN(C)C=O. The product is [Br:1][C:2]1[CH:3]=[CH:4][N:5]2[C:10]=1[C:9]([O:11][C:12]1[CH:18]=[CH:17][C:15]([NH:16][C:27]([C:24]3[C:23](=[O:30])[N:22]([C:31]4[CH:32]=[CH:33][CH:34]=[CH:35][CH:36]=4)[N:21]([CH3:20])[C:25]=3[CH3:26])=[O:28])=[CH:14][C:13]=1[F:19])=[CH:8][CH:7]=[N:6]2. The yield is 0.630. (7) The reactants are [CH2:1]([C:4]1[CH:9]=[CH:8][C:7]([S:10](Cl)(=[O:12])=[O:11])=[CH:6][CH:5]=1)[CH2:2][CH3:3].N1C=CC=CC=1.[NH2:20][C:21]1[CH:22]=[CH:23][C:24]2[O:28][C:27]([CH3:29])=[N:26][C:25]=2[CH:30]=1.C([O-])(O)=O.[Na+]. The catalyst is ClCCl. The product is [CH3:29][C:27]1[O:28][C:24]2[CH:23]=[CH:22][C:21]([NH:20][S:10]([C:7]3[CH:8]=[CH:9][C:4]([CH2:1][CH2:2][CH3:3])=[CH:5][CH:6]=3)(=[O:12])=[O:11])=[CH:30][C:25]=2[N:26]=1. The yield is 0.850. (8) The reactants are [OH:1][C:2]1[CH:7]=[CH:6][C:5]([N+:8]([O-:10])=[O:9])=[CH:4][N:3]=1.[Br:11]Br. The catalyst is O. The product is [Br:11][C:7]1[C:2]([OH:1])=[N:3][CH:4]=[C:5]([N+:8]([O-:10])=[O:9])[CH:6]=1. The yield is 0.900.